Predict the reaction yield, written as a fraction of the theoretical maximum amount of product (1.0 means a 100% yield; for example, 0.34 means a 34% yield). From a dataset of Reaction yield outcomes from USPTO patents with 853,638 reactions. (1) The reactants are I[C:2]1[CH:14]=[CH:13][C:12]2[C:11]3[C:6](=[CH:7][CH:8]=[CH:9][CH:10]=3)[CH2:5][C:4]=2[CH:3]=1.[CH3:15][Si:16]([C:19]#[CH:20])([CH3:18])[CH3:17]. The catalyst is [Cu](I)I.CN(C)C. The product is [CH3:15][Si:16]([CH3:18])([CH3:17])[C:19]#[C:20][C:3]1[C:4]2[CH2:5][C:6]3[C:11](=[CH:10][CH:9]=[CH:8][CH:7]=3)[C:12]=2[CH:13]=[CH:14][CH:2]=1. The yield is 0.850. (2) The reactants are Br[C:2]1[C:11]2[C:6](=[CH:7][CH:8]=[CH:9][CH:10]=2)[C:5]([Cl:12])=[N:4][CH:3]=1.[Li]CCCC.I[C:19]1[CH:20]=[C:21]2[C:26](=[CH:27][CH:28]=1)[N:25]=[CH:24][N:23]=[CH:22]2. The catalyst is C1COCC1.[Zn+2].[Br-].[Br-].C1C=CC([P]([Pd]([P](C2C=CC=CC=2)(C2C=CC=CC=2)C2C=CC=CC=2)([P](C2C=CC=CC=2)(C2C=CC=CC=2)C2C=CC=CC=2)[P](C2C=CC=CC=2)(C2C=CC=CC=2)C2C=CC=CC=2)(C2C=CC=CC=2)C2C=CC=CC=2)=CC=1. The product is [Cl:12][C:5]1[C:6]2[C:11](=[CH:10][CH:9]=[CH:8][CH:7]=2)[C:2]([C:19]2[CH:20]=[C:21]3[C:26](=[CH:27][CH:28]=2)[N:25]=[CH:24][N:23]=[CH:22]3)=[CH:3][N:4]=1. The yield is 0.976. (3) The reactants are [CH2:1]([O:8][C:9]1[CH:14]=[C:13]([O:15][CH2:16][CH2:17][O:18][CH3:19])[CH:12]=[CH:11][C:10]=1[CH2:20][CH2:21][C:22](OCC)=[O:23])[C:2]1[CH:7]=[CH:6][CH:5]=[CH:4][CH:3]=1.[H-].C([Al+]CC(C)C)C(C)C.CO. The catalyst is C1(C)C=CC=CC=1. The product is [CH2:1]([O:8][C:9]1[CH:14]=[C:13]([O:15][CH2:16][CH2:17][O:18][CH3:19])[CH:12]=[CH:11][C:10]=1[CH2:20][CH2:21][CH2:22][OH:23])[C:2]1[CH:3]=[CH:4][CH:5]=[CH:6][CH:7]=1. The yield is 0.780. (4) The reactants are [CH3:1][CH:2]([CH2:9][CH2:10][CH2:11][CH:12]([CH3:14])[CH3:13])[CH2:3][CH2:4][Si:5]([Cl:8])([Cl:7])Cl.[CH3:15][CH:16]([CH2:21][CH2:22][CH2:23][CH:24]([CH3:26])[CH3:25])[CH2:17][CH2:18][Mg]Br. The catalyst is O1CCCC1. The product is [CH3:15][CH:16]([CH2:21][CH2:22][CH2:23][CH:24]([CH3:26])[CH3:25])[CH2:17][CH2:18][Si:5]([CH2:4][CH2:3][CH:2]([CH3:1])[CH2:9][CH2:10][CH2:11][CH:12]([CH3:13])[CH3:14])([Cl:7])[Cl:8]. The yield is 0.730. (5) The reactants are C([O:8][C:9]1[CH:18]=[C:17]2[C:12]([C:13]([O:19][C:20]3[CH:25]=[CH:24][C:23]([N+:26]([O-:28])=[O:27])=[CH:22][C:21]=3[F:29])=[CH:14][CH:15]=[N:16]2)=[CH:11][C:10]=1[O:30][CH3:31])C1C=CC=CC=1.Br. The catalyst is C(O)(=O)C.CCOCC. The product is [F:29][C:21]1[CH:22]=[C:23]([N+:26]([O-:28])=[O:27])[CH:24]=[CH:25][C:20]=1[O:19][C:13]1[C:12]2[C:17](=[CH:18][C:9]([OH:8])=[C:10]([O:30][CH3:31])[CH:11]=2)[N:16]=[CH:15][CH:14]=1. The yield is 0.975. (6) The reactants are [Cl:1][C:2]1[CH:3]=[C:4]([C:9]2([C:15]([OH:17])=O)[CH2:14][CH2:13][CH2:12][CH2:11][CH2:10]2)[CH:5]=[CH:6][C:7]=1[Cl:8].[CH2:18]([NH:20][CH2:21][CH3:22])[CH3:19]. No catalyst specified. The product is [Cl:1][C:2]1[CH:3]=[C:4]([C:9]2([C:15]([N:20]([CH2:21][CH3:22])[CH2:18][CH3:19])=[O:17])[CH2:10][CH2:11][CH2:12][CH2:13][CH2:14]2)[CH:5]=[CH:6][C:7]=1[Cl:8]. The yield is 0.130. (7) The reactants are [Br:1][C:2]1[C:10]2[C:5](=[N:6][CH:7]=[C:8]([CH2:11][CH2:12][C:13]3[CH:18]=[C:17]([O:19][CH3:20])[CH:16]=[C:15]([O:21][CH3:22])[CH:14]=3)[N:9]=2)[NH:4][C:3]=1[C:23]1[CH:28]=[CH:27][C:26]([N:29]2[CH2:34][CH2:33][N:32]([CH3:35])[CH2:31][CH2:30]2)=[CH:25][CH:24]=1.[H-].[Na+].[CH3:38][Si:39]([CH3:46])([CH3:45])[CH2:40][CH2:41][O:42][CH2:43]Cl. The catalyst is O1CCCC1. The product is [Br:1][C:2]1[C:10]2[C:5](=[N:6][CH:7]=[C:8]([CH2:11][CH2:12][C:13]3[CH:14]=[C:15]([O:21][CH3:22])[CH:16]=[C:17]([O:19][CH3:20])[CH:18]=3)[N:9]=2)[N:4]([CH2:43][O:42][CH2:41][CH2:40][Si:39]([CH3:46])([CH3:45])[CH3:38])[C:3]=1[C:23]1[CH:24]=[CH:25][C:26]([N:29]2[CH2:34][CH2:33][N:32]([CH3:35])[CH2:31][CH2:30]2)=[CH:27][CH:28]=1. The yield is 0.310.